This data is from Full USPTO retrosynthesis dataset with 1.9M reactions from patents (1976-2016). The task is: Predict the reactants needed to synthesize the given product. Given the product [Cl:38][C:37]1[C:16]([C:14]2[S:15][C:11]([C:8]3[CH:9]=[CH:10][C:5]([NH:4][CH:41]([CH3:42])[CH3:43])=[C:6]([Cl:40])[CH:7]=3)=[N:12][N:13]=2)=[CH:17][C:18]([F:39])=[C:19]([CH:36]=1)[O:20][CH2:21][C@H:22]1[CH2:26][O:25][C:24]([CH3:28])([CH3:27])[N:23]1[C:29]([O:31][C:32]([CH3:35])([CH3:34])[CH3:33])=[O:30], predict the reactants needed to synthesize it. The reactants are: C([N:4]([CH:41]([CH3:43])[CH3:42])[C:5]1[CH:10]=[CH:9][C:8]([C:11]2[S:15][C:14]([C:16]3[C:37]([Cl:38])=[CH:36][C:19]([O:20][CH2:21][C@H:22]4[CH2:26][O:25][C:24]([CH3:28])([CH3:27])[N:23]4[C:29]([O:31][C:32]([CH3:35])([CH3:34])[CH3:33])=[O:30])=[C:18]([F:39])[CH:17]=3)=[N:13][N:12]=2)=[CH:7][C:6]=1[Cl:40])C=C.CN1C(=O)CC(=O)N(C)C1=O.